From a dataset of Catalyst prediction with 721,799 reactions and 888 catalyst types from USPTO. Predict which catalyst facilitates the given reaction. (1) The catalyst class is: 57. Reactant: [C:1]([NH:4][CH2:5][C:6]([OH:8])=[O:7])(=[O:3])[CH3:2].C=O.O.[C:12]([OH:15])(=[O:14])[CH3:13].N(CC(O)=O)CC(O)=O. Product: [C:1]([N:4]([CH2:13][C:12]([OH:15])=[O:14])[CH2:5][C:6]([OH:8])=[O:7])(=[O:3])[CH3:2]. (2) Reactant: [N:1]1([CH2:10][C:11]([N:13]([O:15][CH3:16])[CH3:14])=[O:12])[C:5]2[CH:6]=[CH:7][CH:8]=[CH:9][C:4]=2[N:3]=[N:2]1.C[Si]([N-][Si](C)(C)C)(C)C.[Li+].[Cl:27][C:28]1[CH:35]=[CH:34][C:31]([CH2:32]Br)=[CH:30][CH:29]=1. Product: [N:1]1([CH:10]([CH2:32][C:31]2[CH:34]=[CH:35][C:28]([Cl:27])=[CH:29][CH:30]=2)[C:11]([N:13]([O:15][CH3:16])[CH3:14])=[O:12])[C:5]2[CH:6]=[CH:7][CH:8]=[CH:9][C:4]=2[N:3]=[N:2]1. The catalyst class is: 1. (3) Reactant: [CH3:1][C:2]1([CH3:14])[C:6]([CH3:8])([CH3:7])[O:5][B:4]([C:9]2[CH:10]=[N:11][NH:12][CH:13]=2)[O:3]1.C(=O)([O-])[O-].[Cs+].[Cs+].Br[CH2:22][C:23]1[CH:24]=[C:25]([NH:29][C:30](=[O:36])[O:31][C:32]([CH3:35])([CH3:34])[CH3:33])[CH:26]=[CH:27][CH:28]=1. Product: [CH3:1][C:2]1([CH3:14])[C:6]([CH3:7])([CH3:8])[O:5][B:4]([C:9]2[CH:13]=[N:12][N:11]([CH2:22][C:23]3[CH:24]=[C:25]([NH:29][C:30](=[O:36])[O:31][C:32]([CH3:34])([CH3:33])[CH3:35])[CH:26]=[CH:27][CH:28]=3)[CH:10]=2)[O:3]1. The catalyst class is: 115. (4) Reactant: Cl[C:2]1[C:3]([C:11]([NH2:13])=[O:12])=[N:4][C:5]([CH2:9][CH3:10])=[C:6]([Cl:8])[N:7]=1.[CH3:14][C:15]1[CH:16]=[C:17]([NH2:28])[CH:18]=[N:19][C:20]=1[N:21]1[CH2:26][CH2:25][N:24]([CH3:27])[CH2:23][CH2:22]1.C(N(C(C)C)CC)(C)C.O1CCOCC1. Product: [Cl:8][C:6]1[N:7]=[C:2]([NH:28][C:17]2[CH:18]=[N:19][C:20]([N:21]3[CH2:22][CH2:23][N:24]([CH3:27])[CH2:25][CH2:26]3)=[C:15]([CH3:14])[CH:16]=2)[C:3]([C:11]([NH2:13])=[O:12])=[N:4][C:5]=1[CH2:9][CH3:10]. The catalyst class is: 6. (5) Reactant: [CH3:1][O:2][C:3](=[O:32])[C:4](=[C:13]1[CH2:16][N:15]([CH:17]([C:25]2[CH:30]=[CH:29][C:28]([Cl:31])=[CH:27][CH:26]=2)[C:18]2[CH:23]=[CH:22][C:21]([Cl:24])=[CH:20][CH:19]=2)[CH2:14]1)[C:5]1[CH:10]=[C:9]([F:11])[CH:8]=[C:7]([F:12])[CH:6]=1.[BH4-].[Na+].CCOCC. Product: [CH3:1][O:2][C:3](=[O:32])[CH:4]([CH:13]1[CH2:16][N:15]([CH:17]([C:25]2[CH:26]=[CH:27][C:28]([Cl:31])=[CH:29][CH:30]=2)[C:18]2[CH:19]=[CH:20][C:21]([Cl:24])=[CH:22][CH:23]=2)[CH2:14]1)[C:5]1[CH:6]=[C:7]([F:12])[CH:8]=[C:9]([F:11])[CH:10]=1. The catalyst class is: 100. (6) The catalyst class is: 56. Product: [CH3:1][C:2]1[O:6][N:5]=[C:4]([C:7]2[CH:12]=[CH:11][CH:10]=[CH:9][CH:8]=2)[C:3]=1[CH2:13][O:14][C:18]1[CH:25]=[CH:24][C:21]([C:22]#[N:23])=[CH:20][N:19]=1. Reactant: [CH3:1][C:2]1[O:6][N:5]=[C:4]([C:7]2[CH:12]=[CH:11][CH:10]=[CH:9][CH:8]=2)[C:3]=1[CH2:13][OH:14].[H-].[Na+].Cl[C:18]1[CH:25]=[CH:24][C:21]([C:22]#[N:23])=[CH:20][N:19]=1. (7) Reactant: C([O:8][C:9]1[C:14](=[O:15])[N:13]=[C:12]([CH2:16][C:17]2[CH:22]=[CH:21][CH:20]=[C:19]([Cl:23])[C:18]=2[Cl:24])[N:11]2[CH2:25][CH2:26][N:27]([CH:30]([CH3:32])[CH3:31])[C:28](=[O:29])[C:10]=12)C1C=CC=CC=1.Cl. Product: [Cl:24][C:18]1[C:19]([Cl:23])=[CH:20][CH:21]=[CH:22][C:17]=1[CH2:16][C:12]1[N:11]2[CH2:25][CH2:26][N:27]([CH:30]([CH3:32])[CH3:31])[C:28](=[O:29])[C:10]2=[C:9]([OH:8])[C:14](=[O:15])[N:13]=1. The catalyst class is: 5.